From a dataset of Catalyst prediction with 721,799 reactions and 888 catalyst types from USPTO. Predict which catalyst facilitates the given reaction. Product: [F:1][C:2]1[CH:30]=[CH:29][C:5]([CH2:6][N:7]2[C:11]3=[CH:12][N:13]=[C:14]([C:16]([N:51]([OH:52])[CH3:50])=[O:18])[CH:15]=[C:10]3[C:9]([CH2:19][O:20][CH2:21][CH2:22][N:23]3[CH2:27][CH2:26][CH2:25][C:24]3=[O:28])=[CH:8]2)=[CH:4][CH:3]=1. Reactant: [F:1][C:2]1[CH:30]=[CH:29][C:5]([CH2:6][N:7]2[C:11]3=[CH:12][N:13]=[C:14]([C:16]([OH:18])=O)[CH:15]=[C:10]3[C:9]([CH2:19][O:20][CH2:21][CH2:22][N:23]3[CH2:27][CH2:26][CH2:25][C:24]3=[O:28])=[CH:8]2)=[CH:4][CH:3]=1.ClC1N=C(OC)N=C(OC)N=1.CN1CCOCC1.Cl.[CH3:50][NH:51][OH:52]. The catalyst class is: 3.